This data is from TCR-epitope binding with 47,182 pairs between 192 epitopes and 23,139 TCRs. The task is: Binary Classification. Given a T-cell receptor sequence (or CDR3 region) and an epitope sequence, predict whether binding occurs between them. (1) The epitope is VSFIEFVGW. The TCR CDR3 sequence is CASRGMTPPTQYF. Result: 1 (the TCR binds to the epitope). (2) Result: 1 (the TCR binds to the epitope). The TCR CDR3 sequence is CASSWESYEQYF. The epitope is FLNGSCGSV. (3) The epitope is MPASWVMRI. The TCR CDR3 sequence is CASSLGLAGGDYEQYF. Result: 1 (the TCR binds to the epitope). (4) The epitope is RLRAEAQVK. The TCR CDR3 sequence is CASSHGTGAEKLFF. Result: 1 (the TCR binds to the epitope). (5) The epitope is HTTDPSFLGRY. The TCR CDR3 sequence is CASSQQGPYEQYF. Result: 1 (the TCR binds to the epitope). (6) The TCR CDR3 sequence is CASSIGTVGFRAFF. Result: 0 (the TCR does not bind to the epitope). The epitope is RLYYDSMSY.